Dataset: Reaction yield outcomes from USPTO patents with 853,638 reactions. Task: Predict the reaction yield, written as a fraction of the theoretical maximum amount of product (1.0 means a 100% yield; for example, 0.34 means a 34% yield). The reactants are [NH2:1][C:2]1[CH:7]=[CH:6][C:5]([C:8]2[S:9][C:10]3[CH:16]=[C:15]([O:17]C)[CH:14]=[CH:13][C:11]=3[N:12]=2)=[CH:4][C:3]=1[I:19].B(Br)(Br)Br. The catalyst is C(Cl)Cl. The product is [I:19][C:3]1[CH:4]=[C:5]([C:8]2[S:9][C:10]3[CH:16]=[C:15]([OH:17])[CH:14]=[CH:13][C:11]=3[N:12]=2)[CH:6]=[CH:7][C:2]=1[NH2:1]. The yield is 0.580.